This data is from Catalyst prediction with 721,799 reactions and 888 catalyst types from USPTO. The task is: Predict which catalyst facilitates the given reaction. (1) Reactant: [C:1]([C:5]1[CH2:6][CH2:7][CH2:8][N:9]=1)([CH3:4])([CH3:3])[CH3:2].N1CCCC1=O.[BH4-].[Na+].[ClH:18]. Product: [ClH:18].[C:1]([CH:5]1[CH2:6][CH2:7][CH2:8][NH:9]1)([CH3:4])([CH3:3])[CH3:2]. The catalyst class is: 5. (2) Reactant: [OH-:1].[Na+].[CH3:3][N:4]1[C:13]2[N:12]=[CH:11][N:10]=[C:9]([N:14]3[CH2:19][CH2:18][CH:17]([N:20]4[C:24]5[CH:25]=[CH:26][CH:27]=[CH:28][C:23]=5[NH:22][C:21]4=[O:29])[CH2:16][CH2:15]3)[C:8]=2[N:7]=[C:6](OC)[C:5]1=[O:32].Cl. Product: [CH3:3][N:4]1[C:6]([C:5]([OH:32])=[O:1])=[N:7][C:8]2[C:13]1=[N:12][CH:11]=[N:10][C:9]=2[N:14]1[CH2:15][CH2:16][CH:17]([N:20]2[C:24]3[CH:25]=[CH:26][CH:27]=[CH:28][C:23]=3[NH:22][C:21]2=[O:29])[CH2:18][CH2:19]1. The catalyst class is: 5. (3) Reactant: [F:1][C:2]([F:32])([F:31])[C:3]1[CH:26]=[C:25]([C:27]([F:30])([F:29])[F:28])[CH:24]=[CH:23][C:4]=1[CH2:5][O:6][C:7]1[CH:12]=[CH:11][C:10](/[CH:13]=[C:14]2/[C:15](=S)[NH:16][C:17](=[O:19])[S:18]/2)=[CH:9][C:8]=1[O:21][CH3:22].[CH3:33][N:34]([CH3:38])[CH2:35][CH2:36][NH2:37]. Product: [F:32][C:2]([F:1])([F:31])[C:3]1[CH:26]=[C:25]([C:27]([F:28])([F:30])[F:29])[CH:24]=[CH:23][C:4]=1[CH2:5][O:6][C:7]1[CH:12]=[CH:11][C:10](/[CH:13]=[C:14]2/[C:15]([NH:37][CH2:36][CH2:35][N:34]([CH3:38])[CH3:33])=[N:16][C:17](=[O:19])[S:18]/2)=[CH:9][C:8]=1[O:21][CH3:22]. The catalyst class is: 5. (4) Reactant: C(O[C:6]([N:8]1[CH2:13][CH:12]=[C:11]([C:14]2[CH:19]=[CH:18][C:17]([N+:20]([O-:22])=[O:21])=[C:16]([CH3:23])[CH:15]=2)[CH2:10][CH2:9]1)=O)(C)(C)C.[C:24](O)(C(F)(F)F)=O.C([O-])([O-])=O.[K+].[K+].C(I)C. Product: [CH2:6]([N:8]1[CH2:13][CH2:12][CH:11]([C:14]2[CH:19]=[CH:18][C:17]([N+:20]([O-:22])=[O:21])=[C:16]([CH3:23])[CH:15]=2)[CH2:10][CH2:9]1)[CH3:24]. The catalyst class is: 606. (5) Reactant: Cl[C:2]1[N:7]=[CH:6][CH:5]=[C:4]([C:8]#[N:9])[N:3]=1.Cl.[C:11]([O:15][C:16](=[O:19])[CH2:17][NH2:18])([CH3:14])([CH3:13])[CH3:12].C(N(CC)CC)C.C(OCC)(=O)C. Product: [C:8]([C:4]1[N:3]=[C:2]([NH:18][CH2:17][C:16]([O:15][C:11]([CH3:14])([CH3:13])[CH3:12])=[O:19])[N:7]=[CH:6][CH:5]=1)#[N:9]. The catalyst class is: 18.